Predict which catalyst facilitates the given reaction. From a dataset of Catalyst prediction with 721,799 reactions and 888 catalyst types from USPTO. (1) Reactant: [CH3:1][O:2][C:3]([NH:5][C@H:6]([C:20](O)=[O:21])[CH:7]([C:14]1[CH:19]=[CH:18][CH:17]=[CH:16][CH:15]=1)[C:8]1[CH:13]=[CH:12][CH:11]=[CH:10][CH:9]=1)=[O:4].CN1CCOCC1.Cl[C:31]([O:33][CH2:34][CH:35]([CH3:37])C)=[O:32].C(OC(=O)[NH:43][C@@H:44]([C:54]1[S:55][C:56]([C@@H:59]([NH2:64])[C:60]([F:63])([F:62])[F:61])=[CH:57][CH:58]=1)[CH2:45][O:46][Si:47]([C:50]([CH3:53])([CH3:52])[CH3:51])([CH3:49])[CH3:48])C=C.CCN(C(C)C)C(C)C.C(=O)(O)[O-].[Na+]. Product: [CH2:34]([O:33][C:31](=[O:32])[NH:43][C@@H:44]([C:54]1[S:55][C:56]([C@@H:59]([NH:64][C:20](=[O:21])[C@H:6]([CH:7]([C:14]2[CH:15]=[CH:16][CH:17]=[CH:18][CH:19]=2)[C:8]2[CH:9]=[CH:10][CH:11]=[CH:12][CH:13]=2)[NH:5][C:3]([O:2][CH3:1])=[O:4])[C:60]([F:62])([F:63])[F:61])=[CH:57][CH:58]=1)[CH2:45][O:46][Si:47]([C:50]([CH3:53])([CH3:51])[CH3:52])([CH3:49])[CH3:48])[CH:35]=[CH2:37]. The catalyst class is: 4. (2) Reactant: [Cr](Cl)([O-])(=O)=O.[NH+]1C=CC=CC=1.[CH3:12][O:13][C:14]1[C:23]2[C:18](=[CH:19][CH:20]=[CH:21][CH:22]=2)[C:17]([O:24][CH3:25])=[CH:16][C:15]=1[CH2:26][OH:27].[O-]S([O-])(=O)=O.[Mg+2]. Product: [CH3:12][O:13][C:14]1[C:23]2[C:18](=[CH:19][CH:20]=[CH:21][CH:22]=2)[C:17]([O:24][CH3:25])=[CH:16][C:15]=1[CH:26]=[O:27]. The catalyst class is: 2. (3) Reactant: [H-].[Na+].[S:3]1[CH:7]=[CH:6][C:5]([CH2:8][C:9]2[C:10]3[S:16][CH:15]=[C:14]([CH2:17][C:18]4[CH:22]=[CH:21][S:20][CH:19]=4)[C:11]=3[S:12][CH:13]=2)=[CH:4]1.[CH2:23](Br)[CH2:24][CH2:25][CH2:26][CH2:27][CH2:28][CH2:29][CH3:30].O. Product: [S:20]1[CH:21]=[CH:22][C:18]([C:17]([C:14]2[C:11]3[S:12][CH:13]=[C:9]([C:8]([C:5]4[CH:6]=[CH:7][S:3][CH:4]=4)([CH2:7][CH2:6][CH2:5][CH2:8][CH2:9][CH2:10][CH2:11][CH3:14])[CH2:23][CH2:24][CH2:25][CH2:26][CH2:27][CH2:28][CH2:29][CH3:30])[C:10]=3[S:16][CH:15]=2)([CH2:23][CH2:24][CH2:25][CH2:26][CH2:27][CH2:28][CH2:29][CH3:30])[CH2:23][CH2:24][CH2:25][CH2:26][CH2:27][CH2:28][CH2:29][CH3:30])=[CH:19]1. The catalyst class is: 1. (4) Reactant: [Cl:1][C:2]1[CH:7]=[C:6]([C:8]#[CH:9])[CH:5]=[C:4]([Cl:10])[C:3]=1[NH:11][C:12]1[C:21]2[CH:22]=[CH:23][N:24]=[C:25]([O:26]C)[C:20]=2[C:19]2[C:14](=[CH:15][CH:16]=[N:17][CH:18]=2)[N:13]=1.[Si]([N:32]=[N+:33]=[N-:34])(C)(C)C.C(Cl)(Cl)Cl.B(Br)(Br)Br. Product: [Cl:10][C:4]1[CH:5]=[C:6]([C:8]2[N:32]=[N:33][NH:34][CH:9]=2)[CH:7]=[C:2]([Cl:1])[C:3]=1[NH:11][C:12]1[C:21]2[CH:22]=[CH:23][NH:24][C:25](=[O:26])[C:20]=2[C:19]2[C:14](=[CH:15][CH:16]=[N:17][CH:18]=2)[N:13]=1. The catalyst class is: 13. (5) The catalyst class is: 345. Reactant: [Cl:1][C:2]1[CH:7]=[CH:6][CH:5]=[C:4]([Cl:8])[C:3]=1[C:9]1[C:13]([CH2:14]O)=[C:12]([CH:16]([CH3:18])[CH3:17])[O:11][N:10]=1.[CH3:19][O:20][C:21]([C:23]1[C:31]2[C:26](=[CH:27][C:28]([C:32]3[CH:37]=[CH:36][C:35]([OH:38])=[CH:34][C:33]=3C)=[CH:29][CH:30]=2)[N:25]([CH:40]([CH3:42])[CH3:41])[C:24]=1[CH3:43])=[O:22].[CH2:44](P(CCCC)CCCC)CCC.C1CCN([C:63](/N=N/C(N2CCCCC2)=O)=[O:64])CC1. Product: [CH2:19]([O:20][C:21]([C:23]1[C:31]2[C:26](=[CH:27][C:28]([C:32]3[CH:37]=[CH:36][C:35]([O:38][CH2:14][C:13]4[C:9]([C:3]5[C:2]([Cl:1])=[CH:7][CH:6]=[CH:5][C:4]=5[Cl:8])=[N:10][O:11][C:12]=4[CH:16]([CH3:18])[CH3:17])=[CH:34][C:33]=3[O:64][CH3:63])=[CH:29][CH:30]=2)[N:25]([CH:40]([CH3:42])[CH3:41])[C:24]=1[CH3:43])=[O:22])[CH3:44]. (6) Reactant: [CH3:1][O:2][C:3]1[CH:11]=[CH:10][CH:9]=[C:8]2[C:4]=1[C:5]([NH:12][CH2:13][C:14]([CH3:22])([C:16]1[CH:21]=[CH:20][CH:19]=[CH:18][CH:17]=1)[CH3:15])=[N:6][NH:7]2.C(=O)([O-])[O-].[K+].[K+].Br[CH:30]([CH3:32])[CH3:31].FC1C=CC=C(OC)C=1C=O.CO.O.C(O)(C(F)(F)F)=O. Product: [CH:30]([N:7]1[C:8]2[C:4](=[C:3]([O:2][CH3:1])[CH:11]=[CH:10][CH:9]=2)[C:5]([NH:12][CH2:13][C:14]([CH3:22])([C:16]2[CH:21]=[CH:20][CH:19]=[CH:18][CH:17]=2)[CH3:15])=[N:6]1)([CH3:32])[CH3:31]. The catalyst class is: 3.